Dataset: Peptide-MHC class I binding affinity with 185,985 pairs from IEDB/IMGT. Task: Regression. Given a peptide amino acid sequence and an MHC pseudo amino acid sequence, predict their binding affinity value. This is MHC class I binding data. (1) The peptide sequence is YSDIPRLKK. The MHC is HLA-B27:05 with pseudo-sequence HLA-B27:05. The binding affinity (normalized) is 0.0847. (2) The peptide sequence is AASAAQRRGR. The MHC is HLA-A31:01 with pseudo-sequence HLA-A31:01. The binding affinity (normalized) is 0.528. (3) The peptide sequence is KRKLMYVSA. The MHC is HLA-B57:01 with pseudo-sequence HLA-B57:01. The binding affinity (normalized) is 0.0847. (4) The peptide sequence is IPQSLDSWWTSE. The MHC is H-2-Ld with pseudo-sequence H-2-Ld. The binding affinity (normalized) is 0.319. (5) The peptide sequence is NALEKALRW. The MHC is HLA-B39:01 with pseudo-sequence HLA-B39:01. The binding affinity (normalized) is 0.0847.